This data is from Full USPTO retrosynthesis dataset with 1.9M reactions from patents (1976-2016). The task is: Predict the reactants needed to synthesize the given product. (1) Given the product [Cl:8][C:9]1[CH:17]=[C:16]([Cl:18])[C:15]([O:19][CH3:20])=[C:14]2[C:10]=1[CH2:11][CH2:12][CH:13]2[NH:21][C:22]1[CH:31]=[CH:30][C:29]2[C:24](=[CH:25][CH:26]=[C:27]([NH:32][S:3]([N:2]([CH3:7])[CH3:1])(=[O:5])=[O:4])[CH:28]=2)[N:23]=1, predict the reactants needed to synthesize it. The reactants are: [CH3:1][N:2]([CH3:7])[S:3](Cl)(=[O:5])=[O:4].[Cl:8][C:9]1[CH:17]=[C:16]([Cl:18])[C:15]([O:19][CH3:20])=[C:14]2[C:10]=1[CH2:11][CH2:12][CH:13]2[NH:21][C:22]1[CH:31]=[CH:30][C:29]2[C:24](=[CH:25][CH:26]=[C:27]([NH2:32])[CH:28]=2)[N:23]=1. (2) Given the product [CH2:2]([NH:10][C:11]1[NH:12][C:37]([CH3:39])([CH3:36])[N:27]=[C:14]([N:15]2[CH2:20][CH2:19][N:18]([C:21]3[CH:26]=[CH:25][CH:24]=[CH:23][CH:22]=3)[CH2:17][CH2:16]2)[N:13]=1)[CH2:3][CH2:4][CH2:5][CH2:6][CH2:7][CH2:8][CH3:9], predict the reactants needed to synthesize it. The reactants are: Cl.[CH2:2]([NH:10][C:11]([NH:13][C:14](=[NH:27])[N:15]1[CH2:20][CH2:19][N:18]([C:21]2[CH:26]=[CH:25][CH:24]=[CH:23][CH:22]=2)[CH2:17][CH2:16]1)=[NH:12])[CH2:3][CH2:4][CH2:5][CH2:6][CH2:7][CH2:8][CH3:9].C(O)C.S(=O)(=O)(O)O.[CH3:36][C:37]([CH3:39])=O.